Dataset: Peptide-MHC class I binding affinity with 185,985 pairs from IEDB/IMGT. Task: Regression. Given a peptide amino acid sequence and an MHC pseudo amino acid sequence, predict their binding affinity value. This is MHC class I binding data. (1) The peptide sequence is RQMEGEGVFK. The MHC is HLA-A03:01 with pseudo-sequence HLA-A03:01. The binding affinity (normalized) is 0.706. (2) The peptide sequence is GMLRFANPL. The MHC is HLA-B08:01 with pseudo-sequence HLA-B08:01. The binding affinity (normalized) is 0.133. (3) The peptide sequence is LPHIIDEVI. The MHC is HLA-A32:01 with pseudo-sequence HLA-A32:01. The binding affinity (normalized) is 0.